From a dataset of Catalyst prediction with 721,799 reactions and 888 catalyst types from USPTO. Predict which catalyst facilitates the given reaction. Reactant: [Cl:1][C:2]1[CH:19]=[CH:18][C:5]([O:6][C:7]2[C:12]([F:13])=[CH:11][C:10]([N+:14]([O-])=O)=[CH:9][C:8]=2[F:17])=[CH:4][CH:3]=1.C1(C)C=CC=CC=1.C([O-])(=O)C.[NH4+]. Product: [Cl:1][C:2]1[CH:19]=[CH:18][C:5]([O:6][C:7]2[C:12]([F:13])=[CH:11][C:10]([NH2:14])=[CH:9][C:8]=2[F:17])=[CH:4][CH:3]=1. The catalyst class is: 150.